This data is from Retrosynthesis with 50K atom-mapped reactions and 10 reaction types from USPTO. The task is: Predict the reactants needed to synthesize the given product. (1) The reactants are: CSc1ccc(-c2cc(C(=O)N(C)C)sc2-c2ccc(F)cc2)cc1. Given the product CSc1ccc(-c2cc(CN(C)C)sc2-c2ccc(F)cc2)cc1, predict the reactants needed to synthesize it. (2) Given the product CN(C)S(=O)(=O)NC(=O)c1cc(Cl)c(OCCC2CCC2)cc1F, predict the reactants needed to synthesize it. The reactants are: CN(C)S(=O)(=O)NC(=O)c1cc(Cl)c(F)cc1F.OCCC1CCC1.